Dataset: Full USPTO retrosynthesis dataset with 1.9M reactions from patents (1976-2016). Task: Predict the reactants needed to synthesize the given product. (1) Given the product [C:16]([C:20]1[CH:21]=[CH:22][C:23]([CH2:24][S:15][C:13]2[O:14][C:10]([C:7]3[CH:8]=[CH:9][C:4]4[NH:3][CH:2]=[N:1][C:5]=4[CH:6]=3)=[N:11][N:12]=2)=[CH:26][CH:27]=1)([CH3:19])([CH3:17])[CH3:18], predict the reactants needed to synthesize it. The reactants are: [NH:1]1[C:5]2[CH:6]=[C:7]([C:10]3[O:14][C:13]([SH:15])=[N:12][N:11]=3)[CH:8]=[CH:9][C:4]=2[N:3]=[CH:2]1.[C:16]([C:20]1[CH:27]=[CH:26][C:23]([CH2:24]Br)=[CH:22][CH:21]=1)([CH3:19])([CH3:18])[CH3:17]. (2) Given the product [OH:2][C:3]1[C:12]([C:13]#[N:14])=[CH:11][C:10]2[C:5](=[CH:6][CH:7]=[C:8]([C:15]#[N:16])[CH:9]=2)[CH:4]=1, predict the reactants needed to synthesize it. The reactants are: C[O:2][C:3]1[C:12]([C:13]#[N:14])=[CH:11][C:10]2[C:5](=[CH:6][CH:7]=[C:8]([C:15]#[N:16])[CH:9]=2)[CH:4]=1.[Cl-].[Al+3].[Cl-].[Cl-].O. (3) The reactants are: [CH:1]1[C:10]2[C:5](=[CH:6][CH:7]=[CH:8][CH:9]=2)[CH:4]=[CH:3][C:2]=1[CH:11]=O.[CH2:13]([N:15]([CH2:21][CH3:22])[CH2:16][CH2:17][CH2:18][CH2:19][NH2:20])[CH3:14].[BH4-].[Na+].[OH-].[Na+]. Given the product [CH2:13]([N:15]([CH2:21][CH3:22])[CH2:16][CH2:17][CH2:18][CH2:19][NH:20][CH2:11][C:2]1[CH:3]=[CH:4][C:5]2[C:10](=[CH:9][CH:8]=[CH:7][CH:6]=2)[CH:1]=1)[CH3:14], predict the reactants needed to synthesize it. (4) Given the product [CH2:11]([C:15]1[CH:16]=[CH:17][C:18]([C:21]#[C:22][C:2]2[CH:9]=[CH:8][C:5]([CH:6]=[O:7])=[C:4]([F:10])[CH:3]=2)=[CH:19][CH:20]=1)[CH2:12][CH2:13][CH3:14], predict the reactants needed to synthesize it. The reactants are: Br[C:2]1[CH:9]=[CH:8][C:5]([CH:6]=[O:7])=[C:4]([F:10])[CH:3]=1.[CH2:11]([C:15]1[CH:20]=[CH:19][C:18]([C:21]#[CH:22])=[CH:17][CH:16]=1)[CH2:12][CH2:13][CH3:14].CCN(CC)CC. (5) Given the product [F:11][C:12]1[CH:19]=[CH:18][CH:17]=[C:16]([F:20])[C:13]=1[CH2:14][NH:15][C:4](=[O:6])[C:3]1[CH:7]=[CH:8][CH:9]=[N:10][C:2]=1[NH2:1], predict the reactants needed to synthesize it. The reactants are: [NH2:1][C:2]1[N:10]=[CH:9][CH:8]=[CH:7][C:3]=1[C:4]([OH:6])=O.[F:11][C:12]1[CH:19]=[CH:18][CH:17]=[C:16]([F:20])[C:13]=1[CH2:14][NH2:15].CN([P+](ON1N=NC2C=CC=CC1=2)(N(C)C)N(C)C)C.F[P-](F)(F)(F)(F)F.C(N(CC)CC)C. (6) Given the product [C:5]([O:8][CH2:9][CH2:10][O:11][C:12]1[C:13]([F:53])=[C:14]([CH:20]([NH:43][C:44]2[CH:49]=[CH:48][C:47]([C:50]([NH2:51])=[N:52][C:71]([O:72][CH2:73][C:74]([CH3:76])=[CH2:75])=[O:70])=[CH:46][CH:45]=2)[C:21]2[N:22]=[C:23]([O:32][CH2:33][O:34][C:35](=[O:42])[C:36]([CH3:41])([CH3:40])[CH2:37][O:38][CH3:39])[N:24]([C:26]3[N:31]=[CH:30][CH:29]=[CH:28][N:27]=3)[N:25]=2)[CH:15]=[C:16]([O:18][CH3:19])[CH:17]=1)(=[O:7])[CH3:6], predict the reactants needed to synthesize it. The reactants are: C(O)(=O)C.[C:5]([O:8][CH2:9][CH2:10][O:11][C:12]1[C:13]([F:53])=[C:14]([CH:20]([NH:43][C:44]2[CH:49]=[CH:48][C:47]([C:50](=[NH:52])[NH2:51])=[CH:46][CH:45]=2)[C:21]2[N:22]=[C:23]([O:32][CH2:33][O:34][C:35](=[O:42])[C:36]([CH3:41])([CH3:40])[CH2:37][O:38][CH3:39])[N:24]([C:26]3[N:31]=[CH:30][CH:29]=[CH:28][N:27]=3)[N:25]=2)[CH:15]=[C:16]([O:18][CH3:19])[CH:17]=1)(=[O:7])[CH3:6].C(N(CC)CC)C.[N+](C1C=CC([O:70][C:71](=O)[O:72][CH2:73][C:74]([CH3:76])=[CH2:75])=CC=1)([O-])=O.CN(C=O)C. (7) Given the product [N+:17]([C:20]1[CH:25]=[CH:24][C:23]([S:26][C:2]2[CH:7]=[CH:6][C:5]([CH:8]3[CH2:16][CH2:15][CH2:14][CH:13]4[N:9]3[CH2:10][CH2:11][CH2:12]4)=[CH:4][CH:3]=2)=[CH:22][CH:21]=1)([O-:19])=[O:18], predict the reactants needed to synthesize it. The reactants are: Br[C:2]1[CH:7]=[CH:6][C:5]([CH:8]2[CH2:16][CH2:15][CH2:14][CH:13]3[N:9]2[CH2:10][CH2:11][CH2:12]3)=[CH:4][CH:3]=1.[N+:17]([C:20]1[CH:25]=[CH:24][C:23]([SH:26])=[CH:22][CH:21]=1)([O-:19])=[O:18].C(=O)([O-])[O-].[K+].[K+].